This data is from Full USPTO retrosynthesis dataset with 1.9M reactions from patents (1976-2016). The task is: Predict the reactants needed to synthesize the given product. (1) Given the product [CH2:50]([O:49][C:47](=[O:48])[NH:46][CH:19]([C:20](=[O:45])[NH:21][CH:22]([C:31](=[O:44])[N:32]([CH2:36][CH:37]([O:38][CH2:39][CH3:40])[O:41][CH2:42][CH3:43])[CH:33]([CH3:35])[CH3:34])[CH2:23][C:24]1[CH:25]=[CH:26][C:27]([Cl:30])=[CH:28][CH:29]=1)[CH2:18][NH2:17])[C:51]1[CH:52]=[CH:53][CH:54]=[CH:55][CH:56]=1, predict the reactants needed to synthesize it. The reactants are: C1C2C(COC(=O)[NH:17][CH2:18][CH:19]([NH:46][C:47]([O:49][CH2:50][C:51]3[CH:56]=[CH:55][CH:54]=[CH:53][CH:52]=3)=[O:48])[C:20](=[O:45])[NH:21][CH:22]([C:31](=[O:44])[N:32]([CH2:36][CH:37]([O:41][CH2:42][CH3:43])[O:38][CH2:39][CH3:40])[CH:33]([CH3:35])[CH3:34])[CH2:23][C:24]3[CH:29]=[CH:28][C:27]([Cl:30])=[CH:26][CH:25]=3)C3C(=CC=CC=3)C=2C=CC=1.C(NCC)C. (2) Given the product [C:30]([O:34][C:35]([N:37]1[CH2:41][CH2:40][CH:39]([O:42][C:43]2[CH:44]=[C:45]([NH:50][C:2]([NH:13][C:14]3[CH:19]=[N:18][C:17]([CH3:20])=[CH:16][CH:15]=3)=[O:4])[CH:46]=[C:47]([F:49])[CH:48]=2)[CH2:38]1)=[O:36])([CH3:33])([CH3:31])[CH3:32], predict the reactants needed to synthesize it. The reactants are: Cl[C:2](Cl)([O:4]C(=O)OC(Cl)(Cl)Cl)Cl.[NH2:13][C:14]1[CH:15]=[CH:16][C:17]([CH3:20])=[N:18][CH:19]=1.C(N(C(C)C)CC)(C)C.[C:30]([O:34][C:35]([N:37]1[CH2:41][CH2:40][C@@H:39]([O:42][C:43]2[CH:48]=[C:47]([F:49])[CH:46]=[C:45]([NH2:50])[CH:44]=2)[CH2:38]1)=[O:36])([CH3:33])([CH3:32])[CH3:31]. (3) Given the product [CH2:26]([N:11]([CH2:12][C:13]1[N:17]([CH2:18][CH2:19][C:20]#[N:21])[C:16]2[CH:22]=[CH:23][CH:24]=[CH:25][C:15]=2[N:14]=1)[CH:9]1[C:10]2[N:1]=[CH:2][CH:3]=[CH:4][C:5]=2[CH2:6][CH2:7][CH2:8]1)[CH3:27], predict the reactants needed to synthesize it. The reactants are: [N:1]1[C:10]2[CH:9]([NH:11][CH2:12][C:13]3[N:17]([CH2:18][CH2:19][C:20]#[N:21])[C:16]4[CH:22]=[CH:23][CH:24]=[CH:25][C:15]=4[N:14]=3)[CH2:8][CH2:7][CH2:6][C:5]=2[CH:4]=[CH:3][CH:2]=1.[CH:26](=O)[CH3:27].[BH-](OC(C)=O)(OC(C)=O)OC(C)=O.[Na+].CC(O)=O. (4) Given the product [CH2:1]([O:8][C:9]1[C:10]([O:11][CH3:28])=[N:12][C:13]2[C:22]([C:36]=1[Cl:37])=[CH:21][C:20]([Br:24])=[CH:19][C:14]=2[CH3:15])[C:2]1[CH:7]=[CH:6][CH:5]=[CH:4][CH:3]=1, predict the reactants needed to synthesize it. The reactants are: [CH2:1]([O:8][CH2:9][C:10]([NH:12][C:13]1[C:22](C)=[CH:21][C:20]([Br:24])=[CH:19][C:14]=1[C:15](OC)=O)=[O:11])[C:2]1[CH:7]=[CH:6][CH:5]=[CH:4][CH:3]=1.C[O-].[Na+].[C:28]1(C)C=CC=CC=1.Cl[CH2:36][Cl:37]. (5) Given the product [CH2:12]([O:11][C:10]1[CH:9]=[CH:8][C:4]([C:5]([OH:7])=[O:6])=[CH:3][C:2]=1[CH:22]=[CH:21][C:18]1[CH:19]=[CH:20][C:15]([F:14])=[CH:16][CH:17]=1)[CH3:13], predict the reactants needed to synthesize it. The reactants are: Br[C:2]1[CH:3]=[C:4]([CH:8]=[CH:9][C:10]=1[O:11][CH2:12][CH3:13])[C:5]([OH:7])=[O:6].[F:14][C:15]1[CH:20]=[CH:19][C:18]([CH:21]=[CH2:22])=[CH:17][CH:16]=1.C(N(CC)CC)C.C(OCC)(=O)C. (6) Given the product [CH3:33][Si:2]([CH3:1])([C:29]([CH3:30])([CH3:32])[CH3:31])[O:3][CH2:4][C@@H:5]1[C@@H:6]2[C@@H:7]([O:17][C@@H:18]([C:19]([O:21][CH3:22])=[O:20])[CH2:23][CH:24]=[CH:25]2)[CH2:8][C@H:9]1[O:10][CH:11]1[CH2:16][CH2:15][CH2:14][CH2:13][O:12]1, predict the reactants needed to synthesize it. The reactants are: [CH3:1][Si:2]([CH3:33])([C:29]([CH3:32])([CH3:31])[CH3:30])[O:3][CH2:4][C@H:5]1[C@H:9]([O:10][CH:11]2[CH2:16][CH2:15][CH2:14][CH2:13][O:12]2)[CH2:8][C@H:7]([O:17][C@@H:18]([CH2:23][CH:24]=[CH2:25])[C:19]([O:21][CH3:22])=[O:20])[C@@H:6]1C=CC. (7) Given the product [CH3:30][O:37][C:10]1[C:5]2[CH:6]=[CH:7][CH:8]=[CH:9][C:4]=2[N:3]([C:20]([Cl:21])=[O:19])[C:17]2[CH:16]=[CH:15][CH:14]=[CH:13][C:12]=2[CH:11]=1, predict the reactants needed to synthesize it. The reactants are: CO[N:3]=[C:4]1[CH:9]=[CH:8][CH:7]=[CH:6][CH:5]1[CH:10]=[CH:11][C:12]1[CH:17]=[CH:16][CH:15]=[CH:14][CH:13]=1.C(=O)(OC(Cl)(Cl)Cl)[O:19][C:20](Cl)(Cl)[Cl:21].[CH2:30](N(CC)CC)C.[OH2:37].